Dataset: Reaction yield outcomes from USPTO patents with 853,638 reactions. Task: Predict the reaction yield, written as a fraction of the theoretical maximum amount of product (1.0 means a 100% yield; for example, 0.34 means a 34% yield). (1) The reactants are [Br:1][C:2]1[CH:11]=[C:10]2[C:5]([N:6]=[CH:7][C:8](Cl)=[N:9]2)=[CH:4][CH:3]=1.[CH3:13][O:14][C:15]1[CH:20]=[CH:19][CH:18]=[CH:17][C:16]=1[N:21]1[CH2:26][CH2:25][NH:24][CH2:23][CH2:22]1.O. The catalyst is CN(C)C=O. The product is [Br:1][C:2]1[CH:11]=[C:10]2[C:5]([N:6]=[CH:7][C:8]([N:24]3[CH2:23][CH2:22][N:21]([C:16]4[CH:17]=[CH:18][CH:19]=[CH:20][C:15]=4[O:14][CH3:13])[CH2:26][CH2:25]3)=[N:9]2)=[CH:4][CH:3]=1. The yield is 0.700. (2) The reactants are [Cl:1][C:2]1[N:7]=[C:6](Cl)[C:5]([CH3:9])=[CH:4][N:3]=1.[N:10]1([C:16]([O:18][C:19]([CH3:22])([CH3:21])[CH3:20])=[O:17])[CH2:15][CH2:14][NH:13][CH2:12][CH2:11]1.CCN(C(C)C)C(C)C. The catalyst is CN(C=O)C.O. The product is [Cl:1][C:2]1[N:7]=[C:6]([N:13]2[CH2:12][CH2:11][N:10]([C:16]([O:18][C:19]([CH3:22])([CH3:21])[CH3:20])=[O:17])[CH2:15][CH2:14]2)[C:5]([CH3:9])=[CH:4][N:3]=1. The yield is 0.960.